Dataset: Reaction yield outcomes from USPTO patents with 853,638 reactions. Task: Predict the reaction yield, written as a fraction of the theoretical maximum amount of product (1.0 means a 100% yield; for example, 0.34 means a 34% yield). (1) The reactants are [CH3:1][O:2][C:3]1[CH:4]=[C:5]([CH:9]=[CH:10][CH:11]=1)[CH2:6][CH2:7][NH2:8].[C:12]([O:16][C:17]([NH:19][CH2:20][CH2:21][C:22](O)=[O:23])=[O:18])([CH3:15])([CH3:14])[CH3:13].OC1C2N=NNC=2C=CC=1.C(N(CC)CC)C.C(N=C=NCCCN(C)C)C. The catalyst is O.C(OCC)(=O)C.CN(C)C=O. The product is [CH3:1][O:2][C:3]1[CH:4]=[C:5]([CH:9]=[CH:10][CH:11]=1)[CH2:6][CH2:7][NH:8][C:22](=[O:23])[CH2:21][CH2:20][NH:19][C:17](=[O:18])[O:16][C:12]([CH3:13])([CH3:14])[CH3:15]. The yield is 0.660. (2) The reactants are [CH3:1][N:2]([CH3:6])[CH2:3][CH2:4][OH:5].[H-].[Na+].[Br:9][C:10]1[CH:11]=[N:12][CH:13]=[C:14](Br)[CH:15]=1. The catalyst is CN(C=O)C. The product is [Br:9][C:10]1[CH:15]=[C:14]([O:5][CH2:4][CH2:3][N:2]([CH3:6])[CH3:1])[CH:13]=[N:12][CH:11]=1. The yield is 0.780. (3) The reactants are C[O:2][C:3](=O)[CH2:4][C:5]([NH:7][C:8]1[CH:13]=[CH:12][C:11]([O:14][CH2:15][C:16]2[CH:21]=[CH:20][CH:19]=[C:18]([F:22])[CH:17]=2)=[CH:10][C:9]=1[F:23])=[O:6].[OH-].[NH4+:26]. No catalyst specified. The product is [F:23][C:9]1[CH:10]=[C:11]([O:14][CH2:15][C:16]2[CH:21]=[CH:20][CH:19]=[C:18]([F:22])[CH:17]=2)[CH:12]=[CH:13][C:8]=1[NH:7][C:5](=[O:6])[CH2:4][C:3]([NH2:26])=[O:2]. The yield is 0.870. (4) The reactants are [C:1]([C:4]1[CH:9]=[CH:8][C:7]([S:10]([NH2:13])(=[O:12])=[O:11])=[CH:6][CH:5]=1)(=[O:3])[CH3:2].[C:14](OC(=O)C)(=[O:16])[CH3:15]. The yield is 0.760. The catalyst is CN(C1C=CN=CC=1)C.N1C=CC=CC=1. The product is [C:1]([C:4]1[CH:5]=[CH:6][C:7]([S:10]([NH:13][C:14](=[O:16])[CH3:15])(=[O:11])=[O:12])=[CH:8][CH:9]=1)(=[O:3])[CH3:2].